This data is from Forward reaction prediction with 1.9M reactions from USPTO patents (1976-2016). The task is: Predict the product of the given reaction. (1) Given the reactants [Cl:1][C:2]1[CH:7]=[CH:6][C:5]([C:8]2[S:9][C:10]([C:16]([C:18]3[O:19][CH:20]=[CH:21][CH:22]=3)=[O:17])=[CH:11][C:12]=2[CH2:13][C:14]#[N:15])=[CH:4][CH:3]=1.[N-:23]=[N+:24]=[N-:25].[Na+].[Cl-].[NH4+].Cl, predict the reaction product. The product is: [N:15]1[NH:23][N:24]=[N:25][C:14]=1[CH2:13][C:12]1[CH:11]=[C:10]([C:16]([C:18]2[O:19][CH:20]=[CH:21][CH:22]=2)=[O:17])[S:9][C:8]=1[C:5]1[CH:6]=[CH:7][C:2]([Cl:1])=[CH:3][CH:4]=1. (2) Given the reactants [NH:1]1[C:9]2[C:4](=[CH:5][CH:6]=[CH:7][C:8]=2[NH:10][C:11](=[O:13])[CH3:12])[CH:3]=[CH:2]1.F[C:15]1[CH:20]=[CH:19][C:18]([C:21](O)([CH2:24][CH3:25])[CH2:22][CH3:23])=[CH:17][CH:16]=1.FC(F)(F)C(O)=O.C(=O)(O)[O-].[Na+], predict the reaction product. The product is: [CH2:22]([C:21]([C:3]1[C:4]2[C:9](=[C:8]([NH:10][C:11](=[O:13])[CH3:12])[CH:7]=[CH:6][CH:5]=2)[NH:1][CH:2]=1)([C:18]1[CH:19]=[CH:20][CH:15]=[CH:16][CH:17]=1)[CH2:24][CH3:25])[CH3:23].